Dataset: NCI-60 drug combinations with 297,098 pairs across 59 cell lines. Task: Regression. Given two drug SMILES strings and cell line genomic features, predict the synergy score measuring deviation from expected non-interaction effect. (1) Drug 1: C1CCN(CC1)CCOC2=CC=C(C=C2)C(=O)C3=C(SC4=C3C=CC(=C4)O)C5=CC=C(C=C5)O. Drug 2: C1=CC(=CC=C1C#N)C(C2=CC=C(C=C2)C#N)N3C=NC=N3. Cell line: RPMI-8226. Synergy scores: CSS=-10.3, Synergy_ZIP=9.76, Synergy_Bliss=9.73, Synergy_Loewe=-0.466, Synergy_HSA=-1.78. (2) Drug 1: CC(CN1CC(=O)NC(=O)C1)N2CC(=O)NC(=O)C2. Drug 2: CN1C2=C(C=C(C=C2)N(CCCl)CCCl)N=C1CCCC(=O)O.Cl. Cell line: NCI-H522. Synergy scores: CSS=27.9, Synergy_ZIP=-3.44, Synergy_Bliss=1.45, Synergy_Loewe=2.54, Synergy_HSA=4.83.